Dataset: Reaction yield outcomes from USPTO patents with 853,638 reactions. Task: Predict the reaction yield, written as a fraction of the theoretical maximum amount of product (1.0 means a 100% yield; for example, 0.34 means a 34% yield). (1) The yield is 0.520. The product is [CH2:5]([N:6]1[C:10]([CH3:12])([CH3:11])[C:9](=[O:13])[N:8]([C:14]2[CH:19]=[CH:18][C:17]([NH:20][C:29](=[O:33])[CH3:30])=[C:16]([C:21]([F:22])([F:23])[F:24])[CH:15]=2)[C:7]1=[O:25])[CH2:4][CH2:3][CH2:2][CH2:1][N:26]1[C:30]([CH3:32])([CH3:31])[C:29](=[O:33])[N:28]([C:34]2[CH:39]=[CH:38][C:37]([NH:40][C:9](=[O:13])[CH3:10])=[C:36]([C:41]([F:44])([F:43])[F:42])[CH:35]=2)[C:27]1=[O:45]. The catalyst is C(Cl)(=O)C. The reactants are [CH2:1]([N:26]1[C:30]([CH3:32])([CH3:31])[C:29](=[O:33])[N:28]([C:34]2[CH:39]=[CH:38][C:37]([NH2:40])=[C:36]([C:41]([F:44])([F:43])[F:42])[CH:35]=2)[C:27]1=[O:45])[CH2:2][CH2:3][CH2:4][CH2:5][N:6]1[C:10]([CH3:12])([CH3:11])[C:9](=[O:13])[N:8]([C:14]2[CH:19]=[CH:18][C:17]([NH2:20])=[C:16]([C:21]([F:24])([F:23])[F:22])[CH:15]=2)[C:7]1=[O:25]. (2) The reactants are C(N[C@H:9]([C:27](O)=O)[CH2:10][C:11]1[CH:16]=[CH:15][C:14](OCC2C(Cl)=CC=CC=2Cl)=[CH:13][CH:12]=1)(OC(C)(C)C)=O.CN1CCOCC1.Cl[C:38]([O:40][CH2:41][CH:42](C)C)=[O:39]. The product is [CH2:41]([O:40][C:38](=[O:39])[CH2:27][CH2:9][CH2:10][C:11]1[CH:12]=[CH:13][CH:14]=[CH:15][CH:16]=1)[CH3:42]. The catalyst is CCOCC. The yield is 0.540. (3) The reactants are [Cl:1][C:2]([F:13])([F:12])[C:3]1[CH:8]=[CH:7][C:6]([CH:9](Cl)[CH3:10])=[CH:5][N:4]=1.[CH3:14][S-:15].[Na+]. The catalyst is C(O)C. The product is [Cl:1][C:2]([F:13])([F:12])[C:3]1[CH:8]=[CH:7][C:6]([CH:9]([S:15][CH3:14])[CH3:10])=[CH:5][N:4]=1. The yield is 0.400.